Task: Predict which catalyst facilitates the given reaction.. Dataset: Catalyst prediction with 721,799 reactions and 888 catalyst types from USPTO (1) Reactant: [C:1]1([S:7]([N:10]2[C:14]3=[N:15][CH:16]=[C:17]([F:19])[CH:18]=[C:13]3[CH:12]=[CH:11]2)(=[O:9])=[O:8])[CH:6]=[CH:5][CH:4]=[CH:3][CH:2]=1.C([Li])CCC.CCCCCC.[O:31]1[CH2:36][CH2:35][CH:34]([CH2:37][CH:38]=[O:39])[CH2:33][CH2:32]1. Product: [C:1]1([S:7]([N:10]2[C:14]3=[N:15][CH:16]=[C:17]([F:19])[CH:18]=[C:13]3[CH:12]=[C:11]2[CH:38]([OH:39])[CH2:37][CH:34]2[CH2:35][CH2:36][O:31][CH2:32][CH2:33]2)(=[O:9])=[O:8])[CH:6]=[CH:5][CH:4]=[CH:3][CH:2]=1. The catalyst class is: 7. (2) Product: [CH3:15][NH:16][C:17]1[CH:18]=[N:19][C:20]([N:31]2[CH2:32][CH2:33][S:34][CH2:35][CH2:36]2)=[CH:21][C:22]=1[C:23]1[CH:28]=[CH:27][C:26]([F:29])=[CH:25][C:24]=1[CH3:30]. Reactant: COCCO[AlH2-]OCCOC.[Na+].CO[C:15](=O)[NH:16][C:17]1[CH:18]=[N:19][C:20]([N:31]2[CH2:36][CH2:35][S:34][CH2:33][CH2:32]2)=[CH:21][C:22]=1[C:23]1[CH:28]=[CH:27][C:26]([F:29])=[CH:25][C:24]=1[CH3:30].[OH-].[Na+]. The catalyst class is: 11. (3) Reactant: [O:1]1[C:5]2[CH:6]=[CH:7][C:8]([CH2:10][NH:11][C:12]([C:14]3[S:15][C:16]([CH3:22])=[C:17]([N+:19]([O-])=O)[CH:18]=3)=[O:13])=[CH:9][C:4]=2[O:3][CH2:2]1. Product: [O:1]1[C:5]2[CH:6]=[CH:7][C:8]([CH2:10][NH:11][C:12]([C:14]3[S:15][C:16]([CH3:22])=[C:17]([NH2:19])[CH:18]=3)=[O:13])=[CH:9][C:4]=2[O:3][CH2:2]1. The catalyst class is: 94.